Dataset: Reaction yield outcomes from USPTO patents with 853,638 reactions. Task: Predict the reaction yield, written as a fraction of the theoretical maximum amount of product (1.0 means a 100% yield; for example, 0.34 means a 34% yield). (1) The product is [Cl:31][C:30]1[CH:11]=[C:12]([N:9]2[C:10]3[C:5](=[CH:4][C:3]([C:1]#[N:2])=[CH:12][CH:11]=3)[CH2:6][CH:7]([NH:13][S:14]([C:17]3[CH:22]=[CH:21][CH:20]=[CH:19][CH:18]=3)(=[O:16])=[O:15])[CH2:8]2)[CH:3]=[CH:4][CH:5]=1. The catalyst is CN(C=O)C. The yield is 0.700. The reactants are [C:1]([C:3]1[CH:4]=[C:5]2[C:10](=[CH:11][CH:12]=1)[NH:9][CH2:8][CH:7]([NH:13][S:14]([C:17]1[CH:22]=[CH:21][CH:20]=[CH:19][CH:18]=1)(=[O:16])=[O:15])[CH2:6]2)#[N:2].[H-].[Na+].C[Si](C)(C)CCO[CH2:30][Cl:31]. (2) The reactants are [OH:1][C:2]1[CH:7]=[CH:6][C:5]([CH2:8][C:9]([OH:11])=[O:10])=[CH:4][CH:3]=1.[CH3:12][C:13]1[CH:20]=[CH:19][C:16]([CH:17]=O)=[CH:15][CH:14]=1.C(=O)([O-])[O-].[K+].[K+].Cl.[C:28](OC(=O)C)(=[O:30])[CH3:29]. The catalyst is O.C(OCC)(=O)C. The product is [C:28]([O:1][C:2]1[CH:3]=[CH:4][C:5]([C:8](=[CH:12][C:13]2[CH:20]=[CH:19][C:16]([CH3:17])=[CH:15][CH:14]=2)[C:9]([OH:11])=[O:10])=[CH:6][CH:7]=1)(=[O:30])[CH3:29]. The yield is 0.681. (3) The reactants are [NH2:1][CH2:2][P:3](=[O:10])([CH2:7][CH2:8][OH:9])[CH2:4][CH2:5][OH:6].[CH3:11][C:12]([S:19][S:20][CH3:21])([CH3:18])[CH2:13][CH2:14][C:15](O)=[O:16].C(Cl)CCl. The catalyst is CC(N(C)C)=O. The product is [OH:6][CH2:5][CH2:4][P:3]([CH2:2][NH:1][C:15](=[O:16])[CH2:14][CH2:13][C:12]([CH3:18])([S:19][S:20][CH3:21])[CH3:11])([CH2:7][CH2:8][OH:9])=[O:10]. The yield is 0.810. (4) The reactants are [NH:1]1[C:9]2[C:4](=[CH:5][C:6]([C:10]([OH:12])=[O:11])=[CH:7][CH:8]=2)[CH:3]=[CH:2]1.[OH-].[K+].[I:15]I.S(=O)(=O)(O)[O-].[Na+]. The catalyst is CN(C=O)C. The product is [I:15][C:3]1[C:4]2[C:9](=[CH:8][CH:7]=[C:6]([C:10]([OH:12])=[O:11])[CH:5]=2)[NH:1][CH:2]=1. The yield is 0.910.